Task: Regression. Given two drug SMILES strings and cell line genomic features, predict the synergy score measuring deviation from expected non-interaction effect.. Dataset: NCI-60 drug combinations with 297,098 pairs across 59 cell lines (1) Cell line: BT-549. Drug 1: C1=CC(=CC=C1CCCC(=O)O)N(CCCl)CCCl. Synergy scores: CSS=21.0, Synergy_ZIP=-0.966, Synergy_Bliss=-1.62, Synergy_Loewe=-3.69, Synergy_HSA=-1.32. Drug 2: CC1=C(N=C(N=C1N)C(CC(=O)N)NCC(C(=O)N)N)C(=O)NC(C(C2=CN=CN2)OC3C(C(C(C(O3)CO)O)O)OC4C(C(C(C(O4)CO)O)OC(=O)N)O)C(=O)NC(C)C(C(C)C(=O)NC(C(C)O)C(=O)NCCC5=NC(=CS5)C6=NC(=CS6)C(=O)NCCC[S+](C)C)O. (2) Drug 1: CC(C1=C(C=CC(=C1Cl)F)Cl)OC2=C(N=CC(=C2)C3=CN(N=C3)C4CCNCC4)N. Drug 2: CN(C)C1=NC(=NC(=N1)N(C)C)N(C)C. Cell line: NCI-H522. Synergy scores: CSS=7.55, Synergy_ZIP=0.596, Synergy_Bliss=5.10, Synergy_Loewe=-3.85, Synergy_HSA=1.55. (3) Drug 1: CC(C)(C#N)C1=CC=C(C=C1)N2C3=C4C=C(C=CC4=NC=C3N(C2=O)C)C5=CC6=CC=CC=C6N=C5. Drug 2: CCC1=C2N=C(C=C(N2N=C1)NCC3=C[N+](=CC=C3)[O-])N4CCCCC4CCO. Cell line: T-47D. Synergy scores: CSS=57.7, Synergy_ZIP=10.9, Synergy_Bliss=10.7, Synergy_Loewe=10.3, Synergy_HSA=14.1.